Predict the product of the given reaction. From a dataset of Forward reaction prediction with 1.9M reactions from USPTO patents (1976-2016). (1) Given the reactants N1C=CN=C1.[Si:6](Cl)([C:9]([CH3:12])([CH3:11])[CH3:10])([CH3:8])[CH3:7].[OH:14][CH2:15][CH2:16][C:17]#[N:18], predict the reaction product. The product is: [Si:6]([O:14][CH2:15][CH2:16][C:17]#[N:18])([C:9]([CH3:12])([CH3:11])[CH3:10])([CH3:8])[CH3:7]. (2) Given the reactants [Br:1][C:2]1[CH:3]=[C:4]([N:8]2[C:16]3[CH:15]=[C:14](Cl)[N:13]=[CH:12][C:11]=3[C:10]([C:18]([O:20]C)=[O:19])=[N:9]2)[CH:5]=[CH:6][CH:7]=1.[CH3:22][O-:23].[Na+].CO.Cl, predict the reaction product. The product is: [Br:1][C:2]1[CH:3]=[C:4]([N:8]2[C:16]3[CH:15]=[C:14]([O:23][CH3:22])[N:13]=[CH:12][C:11]=3[C:10]([C:18]([OH:20])=[O:19])=[N:9]2)[CH:5]=[CH:6][CH:7]=1. (3) Given the reactants [O:1]1[C:5]2[CH:6]=[CH:7][C:8]([C:10]3[CH:15]=[CH:14][C:13]([N:16]4[C:20]([CH2:21][C@@H:22]5[CH2:26][CH2:25][N:24]([C:27]([CH:29]6[CH2:31][CH2:30]6)=[O:28])[CH2:23]5)=[N:19][NH:18][C:17]4=[O:32])=[CH:12][CH:11]=3)=[CH:9][C:4]=2[CH:3]=[CH:2]1.C(=O)([O-])[O-].[K+].[K+].[CH3:39][O:40][CH2:41][CH2:42]Cl, predict the reaction product. The product is: [O:1]1[C:5]2[CH:6]=[CH:7][C:8]([C:10]3[CH:11]=[CH:12][C:13]([N:16]4[C:20]([CH2:21][C@@H:22]5[CH2:26][CH2:25][N:24]([C:27]([CH:29]6[CH2:30][CH2:31]6)=[O:28])[CH2:23]5)=[N:19][N:18]([CH2:42][CH2:41][O:40][CH3:39])[C:17]4=[O:32])=[CH:14][CH:15]=3)=[CH:9][C:4]=2[CH:3]=[CH:2]1. (4) Given the reactants [CH2:1]([C:3]([C:28]1[CH:33]=[CH:32][C:31]([OH:34])=[C:30]([CH3:35])[CH:29]=1)([C:6]1[CH:11]=[CH:10][C:9]([C:12]#[C:13][C:14]([O:23][CH2:24][O:25][CH3:26])([C:19]([F:22])([F:21])[F:20])[C:15]([F:18])([F:17])[F:16])=[C:8]([CH3:27])[CH:7]=1)[CH2:4][CH3:5])[CH3:2].[CH2:36]([O:38][C:39](=[O:52])[CH2:40][C@@H:41]([O:44][Si:45]([C:48]([CH3:51])([CH3:50])[CH3:49])([CH3:47])[CH3:46])[CH2:42]O)[CH3:37], predict the reaction product. The product is: [CH2:36]([O:38][C:39](=[O:52])[CH2:40][C@@H:41]([O:44][Si:45]([C:48]([CH3:49])([CH3:51])[CH3:50])([CH3:46])[CH3:47])[CH2:42][O:34][C:31]1[CH:32]=[CH:33][C:28]([C:3]([CH2:4][CH3:5])([C:6]2[CH:11]=[CH:10][C:9]([C:12]#[C:13][C:14]([O:23][CH2:24][O:25][CH3:26])([C:19]([F:20])([F:21])[F:22])[C:15]([F:18])([F:17])[F:16])=[C:8]([CH3:27])[CH:7]=2)[CH2:1][CH3:2])=[CH:29][C:30]=1[CH3:35])[CH3:37]. (5) Given the reactants CO[CH2:3][CH:4]([O:6][C:7]1[C:12]([NH:13][C:14]2[C:15]3[C:22]([CH3:23])=[C:21]([C:24](O)=[O:25])[S:20][C:16]=3[N:17]=[CH:18][N:19]=2)=[CH:11][CH:10]=[CH:9][N:8]=1)[CH3:5].[NH3:27].[O:28]1[CH2:33]COCC1, predict the reaction product. The product is: [CH3:33][O:28][C:4]([O:6][C:7]1[C:12]([NH:13][C:14]2[C:15]3[C:22]([CH3:23])=[C:21]([C:24]([NH2:27])=[O:25])[S:20][C:16]=3[N:17]=[CH:18][N:19]=2)=[CH:11][CH:10]=[CH:9][N:8]=1)([CH3:3])[CH3:5]. (6) Given the reactants ClC1C=CC(CC2C(=O)OC(C)(C)OC2=O)=CC=1.BrC1C=C2C(=CC=1)N=C(Cl)C(CC1C=CC(Cl)=CC=1)=C2Cl.[Cl:40][C:41]1[CH:42]=[C:43]([CH:55]=[CH:56][CH:57]=1)[CH2:44][CH:45]1[C:50](=[O:51])[O:49]C(C)(C)[O:47][C:46]1=[O:54], predict the reaction product. The product is: [Cl:40][C:41]1[CH:42]=[C:43]([CH:55]=[CH:56][CH:57]=1)[CH2:44][CH:45]([C:46]([OH:54])=[O:47])[C:50]([OH:51])=[O:49].